This data is from Cav3 T-type calcium channel HTS with 100,875 compounds. The task is: Binary Classification. Given a drug SMILES string, predict its activity (active/inactive) in a high-throughput screening assay against a specified biological target. The compound is S(Cc1noc(c1C(=O)NC(C)C)C(=O)NC(C)C)c1cc(F)c(F)cc1. The result is 0 (inactive).